From a dataset of Catalyst prediction with 721,799 reactions and 888 catalyst types from USPTO. Predict which catalyst facilitates the given reaction. (1) Reactant: [CH3:1][C:2]1[CH:3]=[C:4]2[C:9](=O)[O:8][C:6](=[O:7])[C:5]2=[CH:11][CH:12]=1.[NH2:13]C(N)=O. Product: [CH3:1][C:2]1[CH:3]=[C:4]2[C:9](=[O:8])[NH:13][C:6](=[O:7])[C:5]2=[CH:11][CH:12]=1. The catalyst class is: 113. (2) Reactant: [CH2:1]([O:3][C:4]([C:6]1[N:7]=[CH:8][NH:9][C:10]=1[CH3:11])=[O:5])[CH3:2].[CH3:12][C:13]([O:15][C@@H:16]1[CH:20]=[CH:19][C@H:18](O)[CH2:17]1)=[O:14].C1(P(C2C=CC=CC=2)C2C=CC=CC=2)C=CC=CC=1.CC(OC(/N=N/C(OC(C)C)=O)=O)C. Product: [CH2:1]([O:3][C:4]([C:6]1[N:7]([C@H:19]2[CH2:20][C@H:16]([O:15][C:13](=[O:14])[CH3:12])[CH:17]=[CH:18]2)[CH:8]=[N:9][C:10]=1[CH3:11])=[O:5])[CH3:2]. The catalyst class is: 1. (3) Reactant: [Cl:1][C:2]1[CH:3]=[CH:4][CH:5]=[C:6]2[C:10]=1[C:9](=[O:11])[N:8]([CH:12]([C:14]1[CH:19]=[CH:18][C:17]([Cl:20])=[CH:16][CH:15]=1)[CH3:13])[CH2:7]2. Product: [Cl:1][C:2]1[CH:3]=[CH:4][CH:5]=[C:6]2[C:10]=1[C:9](=[O:11])[N:8]([C@H:12]([C:14]1[CH:15]=[CH:16][C:17]([Cl:20])=[CH:18][CH:19]=1)[CH3:13])[CH2:7]2.[Cl:1][C:2]1[CH:3]=[CH:4][CH:5]=[C:6]2[C:10]=1[C:9](=[O:11])[N:8]([C@@H:12]([C:14]1[CH:15]=[CH:16][C:17]([Cl:20])=[CH:18][CH:19]=1)[CH3:13])[CH2:7]2. The catalyst class is: 32. (4) Reactant: [Br:1][C:2]1[C:3]([Cl:12])=[CH:4][C:5]2[C:6]([CH:11]=1)=[N+:7]([O-])[O:8][N:9]=2.P(OCC)(OCC)OCC. Product: [Br:1][C:2]1[C:3]([Cl:12])=[CH:4][C:5]2=[N:9][O:8][N:7]=[C:6]2[CH:11]=1. The catalyst class is: 8.